This data is from Catalyst prediction with 721,799 reactions and 888 catalyst types from USPTO. The task is: Predict which catalyst facilitates the given reaction. Reactant: [CH:1]([O:4][C:5]1[CH:10]=[CH:9][C:8](Br)=[CH:7][N:6]=1)([CH3:3])[CH3:2].C([Li])CCC.[B:17](OC(C)C)([O:22]C(C)C)[O:18]C(C)C. Product: [CH:1]([O:4][C:5]1[CH:10]=[CH:9][C:8]([B:17]([OH:22])[OH:18])=[CH:7][N:6]=1)([CH3:3])[CH3:2]. The catalyst class is: 28.